This data is from Reaction yield outcomes from USPTO patents with 853,638 reactions. The task is: Predict the reaction yield, written as a fraction of the theoretical maximum amount of product (1.0 means a 100% yield; for example, 0.34 means a 34% yield). (1) The catalyst is CC(C)=O. The reactants are [NH2:1][C:2]1[S:3][CH:4]=[CH:5][N:6]=1.[CH2:7]([O:9][C:10](=[O:13])[CH2:11][Br:12])[CH3:8]. The product is [BrH:12].[CH2:7]([O:9][C:10](=[O:13])[CH2:11][N:6]1[CH:5]=[CH:4][S:3][C:2]1=[NH:1])[CH3:8]. The yield is 0.800. (2) The reactants are CC1(C)C(C)(C)OB([C:9]2[CH:10]=[N:11][N:12](C(OC(C)(C)C)=O)[CH:13]=2)O1.Br[C:23]1[CH:53]=[CH:52][C:26]2[N:27]=[C:28]([NH:30][C:31]3[CH:36]=[C:35]([CH2:37][C:38]4[CH:43]=[CH:42][CH:41]=[CH:40][CH:39]=4)[N:34]=[C:33]([NH:44][C@H:45]4[CH2:50][CH2:49][C@H:48]([OH:51])[CH2:47][CH2:46]4)[N:32]=3)[S:29][C:25]=2[CH:24]=1.C(=O)([O-])[O-].[Cs+].[Cs+]. The catalyst is ClCCl.[Pd](Cl)Cl.C1(P(C2C=CC=CC=2)[C-]2C=CC=C2)C=CC=CC=1.[C-]1(P(C2C=CC=CC=2)C2C=CC=CC=2)C=CC=C1.[Fe+2].C1C=CC([P]([Pd]([P](C2C=CC=CC=2)(C2C=CC=CC=2)C2C=CC=CC=2)([P](C2C=CC=CC=2)(C2C=CC=CC=2)C2C=CC=CC=2)[P](C2C=CC=CC=2)(C2C=CC=CC=2)C2C=CC=CC=2)(C2C=CC=CC=2)C2C=CC=CC=2)=CC=1.O. The product is [C:38]1([CH2:37][C:35]2[CH:36]=[C:31]([NH:30][C:28]3[S:29][C:25]4[CH:24]=[C:23]([C:9]5[CH:13]=[N:12][NH:11][CH:10]=5)[CH:53]=[CH:52][C:26]=4[N:27]=3)[N:32]=[C:33]([NH:44][C@H:45]3[CH2:50][CH2:49][C@H:48]([OH:51])[CH2:47][CH2:46]3)[N:34]=2)[CH:39]=[CH:40][CH:41]=[CH:42][CH:43]=1. The yield is 0.360.